Dataset: Forward reaction prediction with 1.9M reactions from USPTO patents (1976-2016). Task: Predict the product of the given reaction. (1) The product is: [CH3:1][C:2]1[O:6][N:5]=[C:4]([C:7]2[S:11][C:10]([NH:12][C:19](=[O:25])[CH2:20][CH2:21][CH2:22][CH2:23][CH3:24])=[N:9][C:8]=2[C:13]2[CH:14]=[CH:15][CH:16]=[CH:17][CH:18]=2)[N:3]=1. Given the reactants [CH3:1][C:2]1[O:6][N:5]=[C:4]([C:7]2[S:11][C:10]([NH2:12])=[N:9][C:8]=2[C:13]2[CH:18]=[CH:17][CH:16]=[CH:15][CH:14]=2)[N:3]=1.[C:19](Cl)(=[O:25])[CH2:20][CH2:21][CH2:22][CH2:23][CH3:24], predict the reaction product. (2) Given the reactants Cl.[NH2:2][CH:3]([C:29]1[CH:34]=[CH:33][CH:32]=[C:31]([Cl:35])[C:30]=1[Cl:36])[CH2:4][NH:5][C:6](=[O:28])[CH2:7][N:8]1[C:12](=[O:13])[N:11]([CH2:14][C@H:15]([OH:20])[C:16]([F:19])([F:18])[F:17])[C:10]([C:21]2[CH:26]=[CH:25][C:24]([Cl:27])=[CH:23][CH:22]=2)=[N:9]1.[O-:37][C:38]#[N:39].[K+], predict the reaction product. The product is: [C:38]([NH:2][CH:3]([C:29]1[CH:34]=[CH:33][CH:32]=[C:31]([Cl:35])[C:30]=1[Cl:36])[CH2:4][NH:5][C:6](=[O:28])[CH2:7][N:8]1[C:12](=[O:13])[N:11]([CH2:14][C@H:15]([OH:20])[C:16]([F:18])([F:17])[F:19])[C:10]([C:21]2[CH:26]=[CH:25][C:24]([Cl:27])=[CH:23][CH:22]=2)=[N:9]1)(=[O:37])[NH2:39]. (3) Given the reactants [Cl:1][C:2]1[CH:3]=[C:4]([CH:15]=[C:16]([Cl:18])[CH:17]=1)[O:5][CH:6]([C:11](=O)[CH2:12][CH3:13])[C:7](=O)[CH2:8][CH3:9].[NH2:19][NH2:20].[CH2:21]([OH:23])[CH3:22], predict the reaction product. The product is: [Cl:1][C:2]1[CH:3]=[C:4]([CH:15]=[C:16]([Cl:18])[CH:17]=1)[O:5][C:6]1[C:11]([CH2:12][CH3:13])=[N:19][N:20]([CH2:22][CH2:21][OH:23])[C:7]=1[CH2:8][CH3:9]. (4) The product is: [C:17]([C@@H:18]([NH:27][C:28]([C@@H:30]1[CH2:36][N:35]([C:37]([O:39][C:40]([CH3:43])([CH3:42])[CH3:41])=[O:38])[CH2:34][CH2:33][CH2:32][O:31]1)=[O:29])[CH2:19][C:20]1[CH:25]=[CH:24][C:23]([I:26])=[CH:22][CH:21]=1)#[N:16]. Given the reactants CC[N+](S(N=C(OC)[O-])(=O)=O)(CC)CC.[NH2:16][C:17](=O)[C@@H:18]([NH:27][C:28]([C@@H:30]1[CH2:36][N:35]([C:37]([O:39][C:40]([CH3:43])([CH3:42])[CH3:41])=[O:38])[CH2:34][CH2:33][CH2:32][O:31]1)=[O:29])[CH2:19][C:20]1[CH:25]=[CH:24][C:23]([I:26])=[CH:22][CH:21]=1.C(OCC)C, predict the reaction product.